This data is from Full USPTO retrosynthesis dataset with 1.9M reactions from patents (1976-2016). The task is: Predict the reactants needed to synthesize the given product. (1) Given the product [F:27][C:24]1[CH:25]=[CH:26][C:21]([C:19]2[O:20][C:16]3[CH:15]=[CH:14][C:13]([C:10]4[CH:9]=[C:4]([CH:3]=[CH:2][C:11]=4[CH3:12])[C:5]([OH:7])=[O:6])=[CH:32][C:17]=3[C:18]=2[C:28](=[O:31])[NH:29][CH3:30])=[CH:22][CH:23]=1, predict the reactants needed to synthesize it. The reactants are: F[C:2]1[CH:3]=[C:4]([CH:9]=[C:10]([C:13]2[CH:14]=[CH:15][C:16]3[O:20][C:19]([C:21]4[CH:26]=[CH:25][C:24]([F:27])=[CH:23][CH:22]=4)=[C:18]([C:28](=[O:31])[NH:29][CH3:30])[C:17]=3[CH:32]=2)[C:11]=1[CH3:12])[C:5]([O:7]C)=[O:6].[OH-].[Na+].Cl. (2) Given the product [CH3:1][O:2][C:3]1[CH:11]=[CH:10][C:9]2[N:8]3[CH2:12][CH2:13][CH2:14][C:7]3=[CH:6][C:5]=2[CH:4]=1, predict the reactants needed to synthesize it. The reactants are: [CH3:1][O:2][C:3]1[CH:11]=[CH:10][C:9]2[N:8]3[CH2:12][CH2:13][C:14]4(SCCCS4)[C:7]3=[CH:6][C:5]=2[CH:4]=1. (3) Given the product [Cl:10][C:11]1[CH:12]=[CH:13][C:14]2[O:18][C:17]([C@H:19]3[CH2:20][N:21]([C:33]([C:32]4[CH:36]=[C:28]([Cl:27])[CH:29]=[CH:30][C:31]=4[C:37]4[N:38]=[CH:39][CH:40]=[CH:41][N:42]=4)=[O:34])[C@H:22]([CH3:25])[CH2:23][CH2:24]3)=[N:16][C:15]=2[CH:26]=1, predict the reactants needed to synthesize it. The reactants are: CCN(C(C)C)C(C)C.[Cl:10][C:11]1[CH:12]=[CH:13][C:14]2[O:18][C:17]([C@@H:19]3[CH2:24][CH2:23][C@@H:22]([CH3:25])[NH:21][CH2:20]3)=[N:16][C:15]=2[CH:26]=1.[Cl:27][C:28]1[CH:29]=[CH:30][C:31]([C:37]2[N:42]=[CH:41][CH:40]=[CH:39][N:38]=2)=[C:32]([CH:36]=1)[C:33](O)=[O:34].C([O-])(O)=O.[Na+]. (4) The reactants are: [F:1][C:2]1[CH:3]=[C:4]([CH:14]=[CH:15][C:16]=1[CH:17]([NH:21][C:22]1[CH:23]=[N:24][C:25]([N:28]2[CH:32]=[C:31]([C:33]([F:36])([F:35])[F:34])[CH:30]=[N:29]2)=[CH:26][CH:27]=1)[CH2:18][CH2:19][CH3:20])[C:5]([NH:7][CH2:8][CH2:9][C:10]([O:12]C)=[O:11])=[O:6].C(=O)=O. Given the product [F:1][C:2]1[CH:3]=[C:4]([CH:14]=[CH:15][C:16]=1[CH:17]([NH:21][C:22]1[CH:23]=[N:24][C:25]([N:28]2[CH:32]=[C:31]([C:33]([F:35])([F:34])[F:36])[CH:30]=[N:29]2)=[CH:26][CH:27]=1)[CH2:18][CH2:19][CH3:20])[C:5]([NH:7][CH2:8][CH2:9][C:10]([OH:12])=[O:11])=[O:6], predict the reactants needed to synthesize it.